This data is from Forward reaction prediction with 1.9M reactions from USPTO patents (1976-2016). The task is: Predict the product of the given reaction. Given the reactants [F:1][C:2]1[CH:3]=[C:4]([CH:8]=[CH:9][C:10]=1[O:11][C:12]1[CH:17]=[C:16]([C:18]2[NH:19][C:20]([C:23]3[S:24][CH:25]=[CH:26][N:27]=3)=[CH:21][CH:22]=2)[CH:15]=[C:14]([O:28][C@@H:29]([CH3:33])[CH2:30][O:31][CH3:32])[CH:13]=1)[C:5]([OH:7])=O.N.C1C=CC2N(O)N=[N:41]C=2C=1.O, predict the reaction product. The product is: [F:1][C:2]1[CH:3]=[C:4]([CH:8]=[CH:9][C:10]=1[O:11][C:12]1[CH:17]=[C:16]([C:18]2[NH:19][C:20]([C:23]3[S:24][CH:25]=[CH:26][N:27]=3)=[CH:21][CH:22]=2)[CH:15]=[C:14]([O:28][C@@H:29]([CH3:33])[CH2:30][O:31][CH3:32])[CH:13]=1)[C:5]([NH2:41])=[O:7].